Dataset: Forward reaction prediction with 1.9M reactions from USPTO patents (1976-2016). Task: Predict the product of the given reaction. (1) The product is: [N:27]1([CH2:26][C:23]2[CH:24]=[CH:25][C:20]([C:12]3[C:11]4[C:15](=[CH:16][CH:17]=[C:9]([C:5]5[CH:4]=[N:3][CH:8]=[CH:7][CH:6]=5)[CH:10]=4)[NH:14][C:13]=3[OH:18])=[N+:21]([O-:33])[CH:22]=2)[CH2:32][CH2:31][O:30][CH2:29][CH2:28]1. Given the reactants [H-].[Na+].[N:3]1[CH:8]=[CH:7][CH:6]=[C:5]([C:9]2[CH:10]=[C:11]3[C:15](=[CH:16][CH:17]=2)[NH:14][C:13](=[O:18])[CH2:12]3)[CH:4]=1.Cl[C:20]1[CH:25]=[CH:24][C:23]([CH2:26][N:27]2[CH2:32][CH2:31][O:30][CH2:29][CH2:28]2)=[CH:22][N+:21]=1[O-:33], predict the reaction product. (2) Given the reactants [N:1]1([C:10]2[CH:15]=[CH:14][C:13]([CH2:16][C:17]([OH:19])=O)=[CH:12][CH:11]=2)[C:5]2[CH:6]=[CH:7][CH:8]=[CH:9][C:4]=2[N:3]=[CH:2]1.[CH3:20][N:21]([CH:33]1[CH2:38][CH2:37][N:36]([CH3:39])[CH2:35][CH2:34]1)[C:22]1[CH:27]=[CH:26][C:25]([NH2:28])=[CH:24][C:23]=1[C:29]([F:32])([F:31])[F:30], predict the reaction product. The product is: [N:1]1([C:10]2[CH:11]=[CH:12][C:13]([CH2:16][C:17]([NH:28][C:25]3[CH:26]=[CH:27][C:22]([N:21]([CH3:20])[CH:33]4[CH2:34][CH2:35][N:36]([CH3:39])[CH2:37][CH2:38]4)=[C:23]([C:29]([F:32])([F:30])[F:31])[CH:24]=3)=[O:19])=[CH:14][CH:15]=2)[C:5]2[CH:6]=[CH:7][CH:8]=[CH:9][C:4]=2[N:3]=[CH:2]1. (3) Given the reactants C(N(CC)CC)C.[Cl:8][C:9]1[C:18]([N+:19]([O-:21])=[O:20])=[C:17](Cl)[C:16]2[C:11](=[CH:12][CH:13]=[CH:14][CH:15]=2)[N:10]=1.[CH2:23]([NH2:26])[CH:24]=[CH2:25], predict the reaction product. The product is: [CH2:23]([NH:26][C:17]1[C:16]2[C:11](=[CH:12][CH:13]=[CH:14][CH:15]=2)[N:10]=[C:9]([Cl:8])[C:18]=1[N+:19]([O-:21])=[O:20])[CH:24]=[CH2:25]. (4) Given the reactants [CH3:1][C:2]#[N:3].[CH3:4][O:5][C:6]1[CH:7]=[C:8]([CH:12]=[C:13]([O:15][CH2:16][CH2:17][CH2:18][O:19][CH3:20])[CH:14]=1)[C:9](O)=[O:10].S(Cl)(Cl)=O.[CH2:25](Cl)Cl.O1CCCC1, predict the reaction product. The product is: [CH:2]1([NH:3][C:9](=[O:10])[C:8]2[CH:12]=[C:13]([O:15][CH2:16][CH2:17][CH2:18][O:19][CH3:20])[CH:14]=[C:6]([O:5][CH3:4])[CH:7]=2)[CH2:25][CH2:1]1. (5) Given the reactants [C:1]([C:3]1[CH:8]=[CH:7][C:6]([N:9]2[CH2:18][CH2:17][C:16]3[C:15]([NH:19][C:20]4[S:21][C:22]([C:29](O)=[O:30])=[C:23]([C:25]([F:28])([F:27])[F:26])[N:24]=4)=[N:14][CH:13]=[N:12][C:11]=3[CH2:10]2)=[CH:5][C:4]=1[C:32]([F:35])([F:34])[F:33])#[N:2].[O:36]1[CH:40]=[N:39][N:38]=[C:37]1[C@H:41]([NH2:43])[CH3:42], predict the reaction product. The product is: [O:36]1[CH:40]=[N:39][N:38]=[C:37]1[C@H:41]([NH:43][C:29]([C:22]1[S:21][C:20]([NH:19][C:15]2[C:16]3[CH2:17][CH2:18][N:9]([C:6]4[CH:7]=[CH:8][C:3]([C:1]#[N:2])=[C:4]([C:32]([F:33])([F:35])[F:34])[CH:5]=4)[CH2:10][C:11]=3[N:12]=[CH:13][N:14]=2)=[N:24][C:23]=1[C:25]([F:28])([F:26])[F:27])=[O:30])[CH3:42].